Regression. Given two drug SMILES strings and cell line genomic features, predict the synergy score measuring deviation from expected non-interaction effect. From a dataset of NCI-60 drug combinations with 297,098 pairs across 59 cell lines. Drug 1: C1=NC2=C(N=C(N=C2N1C3C(C(C(O3)CO)O)O)F)N. Drug 2: CC1=C2C(C(=O)C3(C(CC4C(C3C(C(C2(C)C)(CC1OC(=O)C(C(C5=CC=CC=C5)NC(=O)OC(C)(C)C)O)O)OC(=O)C6=CC=CC=C6)(CO4)OC(=O)C)O)C)O. Cell line: CCRF-CEM. Synergy scores: CSS=51.8, Synergy_ZIP=2.00, Synergy_Bliss=5.96, Synergy_Loewe=2.48, Synergy_HSA=3.02.